From a dataset of Full USPTO retrosynthesis dataset with 1.9M reactions from patents (1976-2016). Predict the reactants needed to synthesize the given product. (1) The reactants are: [CH2:1]([O:3][C:4](=[O:13])[C:5]([CH3:12])([CH3:11])[CH2:6][CH2:7][CH2:8][CH2:9][Br:10])[CH3:2].[C:14]1([P:20]([C:27]2[CH:32]=[CH:31][CH:30]=[CH:29][CH:28]=2)[C:21]2[CH:26]=[CH:25][CH:24]=[CH:23][CH:22]=2)[CH:19]=[CH:18][CH:17]=[CH:16][CH:15]=1. Given the product [Br-:10].[CH2:1]([O:3][C:4]([C:5]([CH3:12])([CH3:11])[CH2:6][CH2:7][CH2:8][CH2:9][P+:20]([C:21]1[CH:22]=[CH:23][CH:24]=[CH:25][CH:26]=1)([C:27]1[CH:32]=[CH:31][CH:30]=[CH:29][CH:28]=1)[C:14]1[CH:15]=[CH:16][CH:17]=[CH:18][CH:19]=1)=[O:13])[CH3:2], predict the reactants needed to synthesize it. (2) Given the product [NH2:15][CH:16]1[CH2:19][N:18]([C:20]2[S:21][C:22]([C:26]([O:28][CH2:29][CH3:30])=[O:27])=[C:23]([CH3:25])[N:24]=2)[CH2:17]1, predict the reactants needed to synthesize it. The reactants are: Cl.C(OCC)(=O)C.C(OC([NH:15][CH:16]1[CH2:19][N:18]([C:20]2[S:21][C:22]([C:26]([O:28][CH2:29][CH3:30])=[O:27])=[C:23]([CH3:25])[N:24]=2)[CH2:17]1)=O)(C)(C)C. (3) Given the product [F:20][C:17]1[CH:18]=[CH:19][C:14]([CH2:13][N:10]([O:11][CH3:12])[C:8]([C:7]2[CH2:27][N:37]([CH2:36][CH2:35][N:29]3[CH2:34][CH2:33][O:32][CH2:31][CH2:30]3)[C:4](=[O:25])[C:5]=2[OH:6])=[O:9])=[C:15]([S:21]([CH3:24])(=[O:22])=[O:23])[CH:16]=1, predict the reactants needed to synthesize it. The reactants are: CC1(C)[O:6][C:5](=[CH:7][C:8]([N:10]([CH2:13][C:14]2[CH:19]=[CH:18][C:17]([F:20])=[CH:16][C:15]=2[S:21]([CH3:24])(=[O:23])=[O:22])[O:11][CH3:12])=[O:9])[C:4](=[O:25])O1.[CH2:27]=O.[N:29]1([CH2:35][CH2:36][NH2:37])[CH2:34][CH2:33][O:32][CH2:31][CH2:30]1.